Dataset: Experimentally validated miRNA-target interactions with 360,000+ pairs, plus equal number of negative samples. Task: Binary Classification. Given a miRNA mature sequence and a target amino acid sequence, predict their likelihood of interaction. (1) The miRNA is cel-miR-254-3p with sequence UGCAAAUCUUUCGCGAC. The protein sequence of the target gene is MEEAKNMALLFFMDHLMQKNGRRTIHDLSCQFGARGFSEEMRNAVGTTQEGLTEFLQGHPSLFTVEGDQVILNGHNDLNAKNNPLLQSGIRSRNYEKEAVDFFVTKLTKFGPELQIKSLLGHRSQAAPEVRLVSGRHLKEFCEFLQSQVDYFVVEGDRVRLKNMPEPDENAIEMDDEGRPLAGVKAKQAAVEYLKSVLEQNEDQPIPLDQFYQNFCQRFSHTIRQDVATNPKELLQFLKLNRGLFFIRSNKVSLVKNRLNEDGSENGSDEGEETNNNGMFPLDQSALTRIHFVKALKPAQ.... Result: 1 (interaction). (2) The miRNA is hsa-miR-2276-3p with sequence UCUGCAAGUGUCAGAGGCGAGG. The protein sequence of the target gene is MARPLRAPLRRSFSDHIRDSTARALDVIWKNTRDRRLAEIEAKEACDWLRAAGFPQYAQLYEDLLFPIDISSVKREHDFLDRDAIEALCRRLNTLNKCAVMKLEISPHRKRSEDSDEDEPCAISGKWTFQRDSKRWSRLEEFDVFSPKQDPIPGSPDAVHLKSAPSHENMQTDLSDRQEVASVHSTGSLTTHAPQRGEAAPARTNSVLSVCSSGTFVGNDDSFCSLPSPKELSSFSFSMKGHEKAAKSKTHSLLKRMESLKLKGSHHSKHKAPSKLGLIISGPILQEGVDEEKLKQLNCV.... Result: 0 (no interaction). (3) The miRNA is hsa-miR-6797-5p with sequence AGGAGGGAAGGGGCUGAGAACAGGA. The protein sequence of the target gene is MTSSVRLAFLATLLLLLPLEAQIQQANSANVNQNVGQQDTGTLFTGTGTNLYYGVNLVPFGPEVGDQEVNPGLLTAGQTIDLHMYFPFYGGLYNYSTLSVNGYIGFATVLDQGPTLNVGPDMTDWPRHEDPAMIAPYLCKQQIPQNLNPGMRSGVFYRLMMRQSLFGRQTGSNMNMGQATYQSSFFGQSASKACPGTPDSYVRCDSQADYFLEEMQRWLIEGVAGAAAFRADAALVVTWYNTASAISGRSDIDSGQLATYQAIWLTDRTARLSYVILNYDRLGFDAADFRQNSRSGRCQA.... Result: 0 (no interaction). (4) The miRNA is mmu-miR-135a-5p with sequence UAUGGCUUUUUAUUCCUAUGUGA. The protein sequence of the target gene is MDPFLVLLHSLSGSLSGNDLMELKFLCRERVSKRKLERVQSGLDLFTVLLEQNDLERGHTGLLRELLASLRRHDLLQRLDDFEAGTATAAPPGEADLQVAFDIVCDNVGRDWKRLARELKVSEAKMDGIEEKYPRSLSERVRESLKVWKNAEKKNASVAGLVKALRTCRLNLVADLVEEAQESVSKSENMSPVLRDSTVSSSETP. Result: 0 (no interaction).